Dataset: Reaction yield outcomes from USPTO patents with 853,638 reactions. Task: Predict the reaction yield, written as a fraction of the theoretical maximum amount of product (1.0 means a 100% yield; for example, 0.34 means a 34% yield). (1) The reactants are Br[C:2]1[CH:21]=[CH:20][C:5]([CH2:6][CH:7]2[CH2:12][CH2:11]C[N:9]([CH:13]3[CH2:18][CH2:17][CH2:16][CH2:15][CH2:14]3)[C:8]2=[O:19])=[C:4]([Cl:22])[CH:3]=1.[NH2:23][C:24]1[CH:29]=[CH:28][CH:27]=[CH:26][CH:25]=1. No catalyst specified. The product is [Cl:22][C:4]1[CH:3]=[C:2]([NH:23][C:24]2[CH:29]=[CH:28][CH:27]=[CH:26][CH:25]=2)[CH:21]=[CH:20][C:5]=1[CH2:6][CH:7]1[CH2:12][CH2:11][N:9]([CH:13]2[CH2:14][CH2:15][CH2:16][CH2:17][CH2:18]2)[C:8]1=[O:19]. The yield is 0.610. (2) The reactants are [NH2:1][C:2]1[CH:7]=[CH:6][CH:5]=[CH:4][C:3]=1[NH:8][C:9](=[O:28])[C:10]1[CH:15]=[CH:14][C:13]([CH2:16][N:17]2[CH2:25][C:24]3[C:19](=[CH:20][CH:21]=[CH:22][C:23]=3Br)[C:18]2=[O:27])=[CH:12][CH:11]=1.[C:29]1([C:35]2[CH:40]=[CH:39][C:38](B(O)O)=[CH:37][CH:36]=2)[CH:34]=[CH:33][CH:32]=[CH:31][CH:30]=1. No catalyst specified. The product is [NH2:1][C:2]1[CH:7]=[CH:6][CH:5]=[CH:4][C:3]=1[NH:8][C:9](=[O:28])[C:10]1[CH:15]=[CH:14][C:13]([CH2:16][N:17]2[CH2:25][C:24]3[C:19](=[CH:20][CH:21]=[CH:22][C:23]=3[C:38]3[CH:39]=[CH:40][C:35]([C:29]4[CH:34]=[CH:33][CH:32]=[CH:31][CH:30]=4)=[CH:36][CH:37]=3)[C:18]2=[O:27])=[CH:12][CH:11]=1. The yield is 0.810. (3) The reactants are [CH2:1]([N:8]1[CH:12]=[C:11]([C:13]([O:15][CH2:16][CH3:17])=[O:14])[C:10]([O:18][CH2:19][C:20]2[CH:25]=[CH:24][C:23]([O:26][CH2:27][C:28]3[N:29]=[C:30]([C:34]4[O:35][CH:36]=[CH:37][CH:38]=4)[O:31][C:32]=3[CH3:33])=[C:22]([OH:39])[CH:21]=2)=[N:9]1)[C:2]1[CH:7]=[CH:6][CH:5]=[CH:4][CH:3]=1.[CH2:40](Br)[C:41]1[CH:46]=[CH:45][CH:44]=[CH:43][CH:42]=1.CN(C)C=O. The catalyst is O. The product is [CH2:1]([N:8]1[CH:12]=[C:11]([C:13]([O:15][CH2:16][CH3:17])=[O:14])[C:10]([O:18][CH2:19][C:20]2[CH:25]=[CH:24][C:23]([O:26][CH2:27][C:28]3[N:29]=[C:30]([C:34]4[O:35][CH:36]=[CH:37][CH:38]=4)[O:31][C:32]=3[CH3:33])=[C:22]([O:39][CH2:40][C:41]3[CH:46]=[CH:45][CH:44]=[CH:43][CH:42]=3)[CH:21]=2)=[N:9]1)[C:2]1[CH:3]=[CH:4][CH:5]=[CH:6][CH:7]=1. The yield is 0.640. (4) The reactants are [CH2:1]([NH2:3])[CH3:2].C(N(CC)CC)C.[F:11][C:12]1[CH:20]=[CH:19][C:15]([C:16](Cl)=[O:17])=[CH:14][CH:13]=1. The catalyst is C(Cl)Cl.O. The product is [CH2:1]([NH:3][C:16](=[O:17])[C:15]1[CH:19]=[CH:20][C:12]([F:11])=[CH:13][CH:14]=1)[CH3:2]. The yield is 1.00. (5) The reactants are [CH3:1][O:2][C:3]1[C:4]([O:12][CH2:13][CH2:14][CH3:15])=[C:5]([CH:9]=[CH:10][CH:11]=1)[CH2:6]CN.[C:16](Cl)(=[O:19])[CH:17]=[CH2:18].[CH2:21]([N:23](CC)CC)C. The catalyst is C(Cl)Cl. The product is [CH3:1][O:2][C:3]1[C:4]([O:12][CH2:13][CH2:14][CH3:15])=[C:5]([CH:9]=[CH:10][CH:11]=1)[CH2:6][N:23]([CH3:21])[C:16](=[O:19])[CH:17]=[CH2:18]. The yield is 0.930. (6) The product is [Br:1][C:2]1[CH:3]=[N:4][C:5]([CH2:8][Br:16])=[N:6][CH:7]=1. The reactants are [Br:1][C:2]1[CH:3]=[N:4][C:5]([CH3:8])=[N:6][CH:7]=1.C1C(=O)N([Br:16])C(=O)C1.C(OOC(=O)C1C=CC=CC=1)(=O)C1C=CC=CC=1. The yield is 0.480. The catalyst is ClC(Cl)(Cl)Cl. (7) The reactants are Cl[C:2]1[N:7]=[C:6]([N:8]2[C@@H:12]([CH:13]([CH3:15])[CH3:14])[CH2:11][O:10][C:9]2=[O:16])[CH:5]=[CH:4][N:3]=1.[F:17][C:18]([F:28])([F:27])[CH:19]([C:21]1[CH:26]=[CH:25][CH:24]=[CH:23][CH:22]=1)[NH2:20].O.C1(C)C=CC(S(O)(=O)=O)=CC=1.CC#N. The catalyst is CCCCO. The product is [CH:13]([C@H:12]1[CH2:11][O:10][C:9](=[O:16])[N:8]1[C:6]1[CH:5]=[CH:4][N:3]=[C:2]([NH:20][CH:19]([C:21]2[CH:26]=[CH:25][CH:24]=[CH:23][CH:22]=2)[C:18]([F:17])([F:27])[F:28])[N:7]=1)([CH3:15])[CH3:14]. The yield is 0.250. (8) The reactants are C([NH:5][S:6]([C:9]1[CH:14]=[CH:13][CH:12]=[C:11]([C:15]2[N:16]=[CH:17][N:18]([C:20]3[N:25]=[C:24]([C:26]([F:29])([F:28])[F:27])[CH:23]=[C:22]([C:30]4[CH:35]=[CH:34][C:33]([C:36]([F:39])([F:38])[F:37])=[CH:32][CH:31]=4)[N:21]=3)[CH:19]=2)[CH:10]=1)(=[O:8])=[O:7])(C)(C)C.C(O)(C(F)(F)F)=O. The catalyst is ClCCl. The product is [F:29][C:26]([F:27])([F:28])[C:24]1[CH:23]=[C:22]([C:30]2[CH:31]=[CH:32][C:33]([C:36]([F:39])([F:38])[F:37])=[CH:34][CH:35]=2)[N:21]=[C:20]([N:18]2[CH:19]=[C:15]([C:11]3[CH:10]=[C:9]([S:6]([NH2:5])(=[O:8])=[O:7])[CH:14]=[CH:13][CH:12]=3)[N:16]=[CH:17]2)[N:25]=1. The yield is 0.100. (9) The reactants are [OH:1][CH2:2][CH2:3][CH2:4][N:5]([CH2:16][C:17]1[N:21]([CH2:22][C@H:23]2[CH2:28][CH2:27][CH2:26][N:25](C(OC(C)(C)C)=O)[CH2:24]2)[C:20]2[CH:36]=[CH:37][CH:38]=[CH:39][C:19]=2[N:18]=1)[C@@H:6]1[C:15]2[N:14]=[CH:13][CH:12]=[CH:11][C:10]=2[CH2:9][CH2:8][CH2:7]1.CN(CC1N(C[C@H]2CCCNC2)C2C=CC=CC=2N=1)[C@@H]1C2N=CC=CC=2CCC1. No catalyst specified. The product is [NH:25]1[CH2:26][CH2:27][CH2:28][C@H:23]([CH2:22][N:21]2[C:20]3[CH:36]=[CH:37][CH:38]=[CH:39][C:19]=3[N:18]=[C:17]2[CH2:16][N:5]([C@@H:6]2[C:15]3[N:14]=[CH:13][CH:12]=[CH:11][C:10]=3[CH2:9][CH2:8][CH2:7]2)[CH2:4][CH2:3][CH2:2][OH:1])[CH2:24]1. The yield is 1.00. (10) The reactants are [NH2:1][CH2:2][CH2:3][CH2:4][N:5]1[C:13]2[C:8](=[CH:9][CH:10]=[CH:11][CH:12]=2)[C:7]2([C:17]3=[CH:18][C:19]4[O:23][CH2:22][O:21][C:20]=4[CH:24]=[C:16]3[O:15][CH2:14]2)[C:6]1=[O:25].C(N(CC)CC)C.[Cl:33][C:34]1[CH:38]=[CH:37][S:36][C:35]=1[C:39](Cl)=[O:40]. The catalyst is ClCCl. The product is [Cl:33][C:34]1[CH:38]=[CH:37][S:36][C:35]=1[C:39]([NH:1][CH2:2][CH2:3][CH2:4][N:5]1[C:13]2[C:8](=[CH:9][CH:10]=[CH:11][CH:12]=2)[C:7]2([C:17]3=[CH:18][C:19]4[O:23][CH2:22][O:21][C:20]=4[CH:24]=[C:16]3[O:15][CH2:14]2)[C:6]1=[O:25])=[O:40]. The yield is 0.670.